Dataset: Forward reaction prediction with 1.9M reactions from USPTO patents (1976-2016). Task: Predict the product of the given reaction. (1) Given the reactants [CH3:1][C:2]([C:5]#[C:6]/[CH:7]=[CH:8]/[CH2:9][N:10]([CH2:12][C:13]1[CH:14]=[CH:15][CH:16]=[C:17]2[CH:22]=[CH:21][CH:20]=[CH:19][C:18]=12)[CH3:11])([CH3:4])[CH3:3].[Cl:23]CC=CC#CC(C)(C)C.Cl.CC(C)(C)C#CC(O)C=C.CNCC1C2C(=CC=CC=2)C=CC=1.C(N(CC)C(C)C)(C)C, predict the reaction product. The product is: [CH3:4][C:2]([C:5]#[C:6]/[CH:7]=[CH:8]/[CH2:9][N:10]([CH2:12][C:13]1[CH:14]=[CH:15][CH:16]=[C:17]2[CH:22]=[CH:21][CH:20]=[CH:19][C:18]=12)[CH3:11])([CH3:1])[CH3:3].[ClH:23]. (2) The product is: [F:16][CH:10]1[CH2:9][C:8]([F:18])([F:17])[C@:7]([C:20]2[CH:25]=[CH:24][CH:23]=[CH:22][C:21]=2[F:26])([CH3:19])[NH:6][C:11]1=[O:12]. Given the reactants CC(C)([S@]([NH:6][C@@:7]([C:20]1[CH:25]=[CH:24][CH:23]=[CH:22][C:21]=1[F:26])([CH3:19])[C:8]([F:18])([F:17])[CH:9]=[C:10]([F:16])[C:11](OCC)=[O:12])=O)C.C(OCC)(=O)C.Cl.C([O-])([O-])=O.[K+].[K+], predict the reaction product. (3) Given the reactants [OH-].[Na+].[CH:3]1([C:6]2[CH:11]=[C:10]([CH2:12][N:13]3[CH2:16][C:15]4([CH2:20][C:19]([C@H:21]5[CH2:26][CH2:25][C@H:24]([C:27]([O:29]C)=[O:28])[CH2:23][CH2:22]5)=[N:18][O:17]4)[CH2:14]3)[CH:9]=[C:8]([O:31][CH2:32][CH3:33])[C:7]=2[C:34]2[CH:39]=[CH:38][C:37]([F:40])=[CH:36][CH:35]=2)[CH2:5][CH2:4]1, predict the reaction product. The product is: [CH:3]1([C:6]2[CH:11]=[C:10]([CH2:12][N:13]3[CH2:16][C:15]4([CH2:20][C:19]([C@H:21]5[CH2:22][CH2:23][C@H:24]([C:27]([OH:29])=[O:28])[CH2:25][CH2:26]5)=[N:18][O:17]4)[CH2:14]3)[CH:9]=[C:8]([O:31][CH2:32][CH3:33])[C:7]=2[C:34]2[CH:39]=[CH:38][C:37]([F:40])=[CH:36][CH:35]=2)[CH2:5][CH2:4]1.